Dataset: Catalyst prediction with 721,799 reactions and 888 catalyst types from USPTO. Task: Predict which catalyst facilitates the given reaction. (1) Reactant: S(Cl)([Cl:3])=O.C(OC([N:12]1[CH2:17][CH2:16][CH2:15][CH:14]([NH:18][C:19]([C:21]2[CH:26]=[N:25][C:24]([C:27]3[CH:32]=[CH:31][C:30]([Cl:33])=[CH:29][CH:28]=3)=[C:23]([C:34]3[CH:39]=[CH:38][C:37]([Cl:40])=[CH:36][CH:35]=3)[N:22]=2)=[O:20])[CH2:13]1)=O)(C)(C)C. Product: [ClH:3].[Cl:33][C:30]1[CH:31]=[CH:32][C:27]([C:24]2[N:25]=[CH:26][C:21]([C:19]([NH:18][CH:14]3[CH2:15][CH2:16][CH2:17][NH:12][CH2:13]3)=[O:20])=[N:22][C:23]=2[C:34]2[CH:35]=[CH:36][C:37]([Cl:40])=[CH:38][CH:39]=2)=[CH:28][CH:29]=1. The catalyst class is: 5. (2) Reactant: Br[C:2]1[N:7]=[C:6]([CH3:8])[C:5]([CH:9]=[O:10])=[CH:4][CH:3]=1.[SH:11][C:12]1[CH:20]=[CH:19][C:15]([C:16]([OH:18])=[O:17])=[CH:14][CH:13]=1.[C:21]([O-])([O-])=O.[K+].[K+].CI. Product: [CH3:21][O:17][C:16](=[O:18])[C:15]1[CH:19]=[CH:20][C:12]([S:11][C:2]2[CH:3]=[CH:4][C:5]([CH:9]=[O:10])=[C:6]([CH3:8])[N:7]=2)=[CH:13][CH:14]=1. The catalyst class is: 3. (3) Reactant: [CH3:1][C:2]1[N:3]=[C:4]2[CH:9]=[CH:8][C:7]([C:10]([OH:12])=O)=[CH:6][N:5]2[C:13]=1[C:14]1[CH:19]=[CH:18][CH:17]=[CH:16][CH:15]=1.[N:20]1([C:26]([O:28][C:29]([CH3:32])([CH3:31])[CH3:30])=[O:27])[CH2:25][CH2:24][NH:23][CH2:22][CH2:21]1.CCN(C(C)C)C(C)C.C1CN([P+](ON2N=NC3C=CC=CC2=3)(N2CCCC2)N2CCCC2)CC1.F[P-](F)(F)(F)(F)F. The catalyst class is: 18. Product: [CH3:1][C:2]1[N:3]=[C:4]2[CH:9]=[CH:8][C:7]([C:10]([N:23]3[CH2:22][CH2:21][N:20]([C:26]([O:28][C:29]([CH3:32])([CH3:31])[CH3:30])=[O:27])[CH2:25][CH2:24]3)=[O:12])=[CH:6][N:5]2[C:13]=1[C:14]1[CH:19]=[CH:18][CH:17]=[CH:16][CH:15]=1. (4) Reactant: C[O:2][C:3](=[O:25])[C:4]1[CH:9]=[CH:8][C:7]([CH3:10])=[C:6]([C:11]2[C:22](=[O:23])[N:21]([CH3:24])[C:14]3[N:15]=[C:16]([S:19][CH3:20])[N:17]=[CH:18][C:13]=3[CH:12]=2)[CH:5]=1.[Li+].[OH-]. Product: [CH3:10][C:7]1[CH:8]=[CH:9][C:4]([C:3]([OH:25])=[O:2])=[CH:5][C:6]=1[C:11]1[C:22](=[O:23])[N:21]([CH3:24])[C:14]2[N:15]=[C:16]([S:19][CH3:20])[N:17]=[CH:18][C:13]=2[CH:12]=1. The catalyst class is: 1. (5) Reactant: [C:1]1([C:7]2[C:11]([C:12]([F:15])([F:14])[F:13])=[C:10]([C:16]([OH:18])=O)[O:9][N:8]=2)[CH:6]=[CH:5][CH:4]=[CH:3][CH:2]=1.[Cl:19][C:20]1[CH:21]=[C:22]([CH:35]=[CH:36][C:37]=1[C:38](=[N:40]O)[NH2:39])[CH2:23][N:24]1[CH2:27][CH:26]([C:28]([O:30][C:31]([CH3:34])([CH3:33])[CH3:32])=[O:29])[CH2:25]1.C1N(P(Cl)(N2C(=O)OCC2)=O)C(=O)OC1.C(N(CC)CC)C. Product: [Cl:19][C:20]1[CH:21]=[C:22]([CH:35]=[CH:36][C:37]=1[C:38]1[N:40]=[C:16]([C:10]2[O:9][N:8]=[C:7]([C:1]3[CH:2]=[CH:3][CH:4]=[CH:5][CH:6]=3)[C:11]=2[C:12]([F:13])([F:14])[F:15])[O:18][N:39]=1)[CH2:23][N:24]1[CH2:27][CH:26]([C:28]([O:30][C:31]([CH3:33])([CH3:34])[CH3:32])=[O:29])[CH2:25]1. The catalyst class is: 204.